From a dataset of Reaction yield outcomes from USPTO patents with 853,638 reactions. Predict the reaction yield, written as a fraction of the theoretical maximum amount of product (1.0 means a 100% yield; for example, 0.34 means a 34% yield). (1) The yield is 1.00. The product is [F:19][C:15]1[CH:14]=[C:13]([CH:18]=[CH:17][CH:16]=1)[CH2:12][O:10][C:6]1[CH:7]=[CH:8][CH:9]=[C:4]([N+:1]([O-:3])=[O:2])[CH:5]=1. The reactants are [N+:1]([C:4]1[CH:5]=[C:6]([OH:10])[CH:7]=[CH:8][CH:9]=1)([O-:3])=[O:2].Br[CH2:12][C:13]1[CH:18]=[CH:17][CH:16]=[C:15]([F:19])[CH:14]=1.C(=O)([O-])[O-].[K+].[K+]. The catalyst is [I-].C([N+](CCCC)(CCCC)CCCC)CCC.CN(C)C=O. (2) The reactants are CS(C)=O.C(Cl)(=O)C(Cl)=O.[C:11]1([CH:17]([OH:26])[CH:18]([C:20]2[CH:25]=[CH:24][CH:23]=[CH:22][N:21]=2)[CH3:19])[CH:16]=[CH:15][CH:14]=[CH:13][CH:12]=1.C(N(CC)CC)C. The catalyst is ClCCl. The product is [C:11]1([C:17](=[O:26])[CH:18]([C:20]2[CH:25]=[CH:24][CH:23]=[CH:22][N:21]=2)[CH3:19])[CH:12]=[CH:13][CH:14]=[CH:15][CH:16]=1. The yield is 0.910. (3) The reactants are [NH2:1][C:2]1[S:6][N:5]=[C:4]([CH3:7])[C:3]=1[C:8]([NH:10][C:11]1[CH:16]=[CH:15][CH:14]=[CH:13][C:12]=1[CH2:17][CH3:18])=[O:9].Br[C:20]1[S:21][C:22]([C:26]([O:28][CH2:29][CH3:30])=[O:27])=[C:23]([CH3:25])[N:24]=1.C(=O)([O-])[O-].[Cs+].[Cs+].CC1(C)C2C(=C(P(C3C=CC=CC=3)C3C=CC=CC=3)C=CC=2)OC2C(P(C3C=CC=CC=3)C3C=CC=CC=3)=CC=CC1=2. The catalyst is O1CCOCC1.CN(C=O)C.C([O-])(=O)C.[Pd+2].C([O-])(=O)C. The product is [CH2:17]([C:12]1[CH:13]=[CH:14][CH:15]=[CH:16][C:11]=1[NH:10][C:8]([C:3]1[C:4]([CH3:7])=[N:5][S:6][C:2]=1[NH:1][C:20]1[S:21][C:22]([C:26]([O:28][CH2:29][CH3:30])=[O:27])=[C:23]([CH3:25])[N:24]=1)=[O:9])[CH3:18]. The yield is 0.400. (4) The reactants are [N+:1]([C:4]1[CH:9]=[CH:8][C:7]([N:10]2[CH2:15][CH2:14][CH:13]([C:16]3[O:20][C:19](=[O:21])[NH:18][N:17]=3)[CH2:12][CH2:11]2)=[CH:6][CH:5]=1)([O-:3])=[O:2].[CH2:22](Br)[CH3:23].C([O-])([O-])=O.[K+].[K+]. The catalyst is CN(C=O)C. The product is [CH2:22]([N:18]1[N:17]=[C:16]([CH:13]2[CH2:14][CH2:15][N:10]([C:7]3[CH:6]=[CH:5][C:4]([N+:1]([O-:3])=[O:2])=[CH:9][CH:8]=3)[CH2:11][CH2:12]2)[O:20][C:19]1=[O:21])[CH3:23]. The yield is 0.920. (5) The reactants are [NH:1]([C:3](=[S:5])[NH2:4])[NH2:2].C(O)(C(F)(F)F)=O.[C:13](#N)[CH2:14][CH2:15][CH2:16][C:17]#[CH:18].[OH-].[Na+]. No catalyst specified. The product is [CH2:17]([C:18]1[S:5][C:3]([NH2:4])=[N:1][N:2]=1)[CH2:16][CH2:15][C:14]#[CH:13]. The yield is 0.760. (6) The reactants are [CH2:1]([O:3][C:4](=[O:26])[C:5]1[CH:10]=[CH:9][C:8]([C:11]#[C:12][C:13]2[CH:22]=[CH:21][C:20]3[C:19](=O)[CH2:18][CH2:17][C:16]([CH3:25])([CH3:24])[C:15]=3[CH:14]=2)=[CH:7][CH:6]=1)[CH3:2].[CH:27]1([NH2:30])[CH2:29][CH2:28]1.C(O)(=O)C.C([BH3-])#N.[Na+]. The catalyst is ClCCl.C(#N)C.O.C(=O)([O-])[O-].[Na+].[Na+]. The product is [CH2:1]([O:3][C:4](=[O:26])[C:5]1[CH:6]=[CH:7][C:8]([C:11]#[C:12][C:13]2[CH:22]=[CH:21][C:20]3[CH:19]([NH:30][CH:27]4[CH2:29][CH2:28]4)[CH2:18][CH2:17][C:16]([CH3:25])([CH3:24])[C:15]=3[CH:14]=2)=[CH:9][CH:10]=1)[CH3:2]. The yield is 0.620. (7) The reactants are C(OC(=O)C1C=CC(NC([NH:14][C:15]2[S:16][C:17]3[CH:23]=[C:22]([O:24][CH3:25])[CH:21]=[CH:20][C:18]=3[N:19]=2)=O)=CC=1)C.C(C1C=CC(C=CC(OC)=O)=CC=1)=O. No catalyst specified. The product is [NH2:14][C:15]1[S:16][C:17]2[CH:23]=[C:22]([O:24][CH3:25])[CH:21]=[CH:20][C:18]=2[N:19]=1. The yield is 0.930. (8) The reactants are [F:1][C:2]1[CH:35]=[CH:34][C:5]([O:6][C:7]2[CH:12]=[CH:11][C:10]([S:13]([NH:16][CH2:17][CH2:18][C:19]3[CH:24]=[CH:23][CH:22]=[CH:21][C:20]=3[O:25][CH2:26][CH2:27][N:28]3[CH2:33][CH2:32][CH2:31][CH2:30][CH2:29]3)(=[O:15])=[O:14])=[CH:9][CH:8]=2)=[CH:4][CH:3]=1.[C:36]([OH:40])(=[O:39])[CH:37]=O. The product is [F:1][C:2]1[CH:3]=[CH:4][C:5]([O:6][C:7]2[CH:8]=[CH:9][C:10]([S:13]([N:16]3[CH2:17][CH2:18][C:19]4[C:24](=[CH:23][CH:22]=[CH:21][C:20]=4[O:25][CH2:26][CH2:27][N:28]4[CH2:29][CH2:30][CH2:31][CH2:32][CH2:33]4)[CH:37]3[C:36]([OH:40])=[O:39])(=[O:15])=[O:14])=[CH:11][CH:12]=2)=[CH:34][CH:35]=1. The catalyst is FC(F)(F)C(O)=O. The yield is 0.520. (9) The reactants are [O:1]=[C:2]1[NH:7][CH2:6][CH2:5][N:4]([C:8]([O:10][C:11]([CH3:14])([CH3:13])[CH3:12])=[O:9])[CH2:3]1.Br[C:16]1[CH:17]=[CH:18][C:19]([N+:22]([O-:24])=[O:23])=[N:20][CH:21]=1.CC1(C)C2C(=C(P(C3C=CC=CC=3)C3C=CC=CC=3)C=CC=2)OC2C(P(C3C=CC=CC=3)C3C=CC=CC=3)=CC=CC1=2.C([O-])([O-])=O.[Cs+].[Cs+]. The catalyst is O1CCOCC1.C(O[Pd]OC(=O)C)(=O)C. The product is [N+:22]([C:19]1[N:20]=[CH:21][C:16]([N:7]2[CH2:6][CH2:5][N:4]([C:8]([O:10][C:11]([CH3:14])([CH3:13])[CH3:12])=[O:9])[CH2:3][C:2]2=[O:1])=[CH:17][CH:18]=1)([O-:24])=[O:23]. The yield is 0.540. (10) The reactants are [F:1][C:2]1[CH:13]=[CH:12][CH:11]=[C:10]([O:14][CH2:15][C:16]2[CH:21]=[CH:20][C:19]([O:22][CH3:23])=[CH:18][CH:17]=2)[C:3]=1[C:4](N(OC)C)=[O:5].[CH3:24][Mg]Br. The catalyst is O1CCCC1. The product is [F:1][C:2]1[CH:13]=[CH:12][CH:11]=[C:10]([O:14][CH2:15][C:16]2[CH:17]=[CH:18][C:19]([O:22][CH3:23])=[CH:20][CH:21]=2)[C:3]=1[C:4](=[O:5])[CH3:24]. The yield is 0.200.